Dataset: Full USPTO retrosynthesis dataset with 1.9M reactions from patents (1976-2016). Task: Predict the reactants needed to synthesize the given product. Given the product [O:11]=[C:8]1[C:7]2[CH:12]=[CH:13][CH:14]=[CH:15][C:6]=2[C@@H:5]2[CH2:1][N:2]([C:23]([O:25][C:26]([CH3:29])([CH3:28])[CH3:27])=[O:24])[CH2:3][C@H:4]2[CH2:10][NH:9]1, predict the reactants needed to synthesize it. The reactants are: [CH2:1]1[C@H:5]2[C:6]3[CH:15]=[CH:14][CH:13]=[CH:12][C:7]=3[C:8](=[O:11])[NH:9][CH2:10][C@@H:4]2[CH2:3][NH:2]1.C(N(CC)CC)C.[C:23](O[C:23]([O:25][C:26]([CH3:29])([CH3:28])[CH3:27])=[O:24])([O:25][C:26]([CH3:29])([CH3:28])[CH3:27])=[O:24].